Dataset: Catalyst prediction with 721,799 reactions and 888 catalyst types from USPTO. Task: Predict which catalyst facilitates the given reaction. Product: [Cl:1][C:2]1[CH:22]=[C:21]([Cl:23])[CH:20]=[CH:19][C:3]=1[CH2:4][N:5]1[C:9]([CH2:10][CH2:11][C:12]([NH:33][S:30]([C:24]2[CH:29]=[CH:28][CH:27]=[CH:26][CH:25]=2)(=[O:32])=[O:31])=[O:14])=[CH:8][C:7]([O:15][CH:16]([CH3:18])[CH3:17])=[N:6]1. Reactant: [Cl:1][C:2]1[CH:22]=[C:21]([Cl:23])[CH:20]=[CH:19][C:3]=1[CH2:4][N:5]1[C:9]([CH2:10][CH2:11][C:12]([OH:14])=O)=[CH:8][C:7]([O:15][CH:16]([CH3:18])[CH3:17])=[N:6]1.[C:24]1([S:30]([NH2:33])(=[O:32])=[O:31])[CH:29]=[CH:28][CH:27]=[CH:26][CH:25]=1.N12CCCN=C1CCCCC2. The catalyst class is: 7.